Dataset: Forward reaction prediction with 1.9M reactions from USPTO patents (1976-2016). Task: Predict the product of the given reaction. (1) The product is: [CH2:1]([O:3][C:4]([C:6]1[N:14]([CH2:27][C:26]2[CH:29]=[CH:30][CH:31]=[CH:32][C:25]=2[F:24])[C:13]2[C:8](=[N:9][C:10]([CH3:15])=[CH:11][CH:12]=2)[C:7]=1[C:16]1[C:17]([O:22][CH3:23])=[N:18][CH:19]=[CH:20][CH:21]=1)=[O:5])[CH3:2]. Given the reactants [CH2:1]([O:3][C:4]([C:6]1[NH:14][C:13]2[C:8](=[N:9][C:10]([CH3:15])=[CH:11][CH:12]=2)[C:7]=1[C:16]1[C:17]([O:22][CH3:23])=[N:18][CH:19]=[CH:20][CH:21]=1)=[O:5])[CH3:2].[F:24][C:25]1[CH:32]=[CH:31][CH:30]=[CH:29][C:26]=1[CH2:27]Cl.C(=O)([O-])[O-].[Cs+].[Cs+], predict the reaction product. (2) Given the reactants [F:1][C:2]1[CH:7]=[CH:6][C:5]([C:8]2[O:9][CH:10]=[C:11]([CH2:13][C:14]#[N:15])[N:12]=2)=[CH:4][CH:3]=1.Cl.Cl[CH2:18][CH2:19][N:20]([CH2:22][CH2:23]Cl)[CH3:21], predict the reaction product. The product is: [F:1][C:2]1[CH:3]=[CH:4][C:5]([C:8]2[O:9][CH:10]=[C:11]([C:13]3([C:14]#[N:15])[CH2:23][CH2:22][N:20]([CH3:21])[CH2:19][CH2:18]3)[N:12]=2)=[CH:6][CH:7]=1. (3) Given the reactants [N:1]([CH2:4][C@@H:5]1[O:9][C:8](=[O:10])[N:7]([C:11]2[CH:12]=[CH:13][C:14]3[C:20](=[O:21])[CH2:19][CH2:18][S:17][CH2:16][C:15]=3[CH:22]=2)[CH2:6]1)=[N+]=[N-].S1C=CC=C1[CH2:28][C:29](O)=[O:30], predict the reaction product. The product is: [O:10]=[C:8]1[N:7]([C:11]2[CH:12]=[CH:13][C:14]3[C:20](=[O:21])[CH2:19][CH2:18][S:17][CH2:16][C:15]=3[CH:22]=2)[CH2:6][C@H:5]([CH2:4][NH:1][C:29](=[O:30])[CH3:28])[O:9]1. (4) Given the reactants Cl[C:2]1[N:7]=[CH:6][C:5]([C@@H:8]([OH:43])[CH2:9][N:10]([CH2:18][CH2:19][C:20]2[CH:25]=[CH:24][C:23]([C:26]3[CH:31]=[CH:30][C:29]([C:32]([NH:34][S:35]([CH3:38])(=[O:37])=[O:36])=[O:33])=[C:28]([NH:39][CH:40]([CH3:42])[CH3:41])[CH:27]=3)=[CH:22][CH:21]=2)[C:11](=[O:17])[O:12][C:13]([CH3:16])([CH3:15])[CH3:14])=[CH:4][CH:3]=1.C([O-])=O.[NH4+], predict the reaction product. The product is: [OH:43][C@H:8]([C:5]1[CH:6]=[N:7][CH:2]=[CH:3][CH:4]=1)[CH2:9][N:10]([CH2:18][CH2:19][C:20]1[CH:21]=[CH:22][C:23]([C:26]2[CH:31]=[CH:30][C:29]([C:32]([NH:34][S:35]([CH3:38])(=[O:36])=[O:37])=[O:33])=[C:28]([NH:39][CH:40]([CH3:42])[CH3:41])[CH:27]=2)=[CH:24][CH:25]=1)[C:11](=[O:17])[O:12][C:13]([CH3:14])([CH3:15])[CH3:16]. (5) Given the reactants [Cl:1][C:2]1[CH:9]=[CH:8][C:5]([CH:6]=O)=[CH:4][CH:3]=1.[OH-].[K+].[CH3:12][CH2:13][C:14](=[O:17])[CH2:15][CH3:16].Cl, predict the reaction product. The product is: [Cl:1][C:2]1[CH:9]=[CH:8][C:5]([CH:6]=[C:13]([CH3:12])[C:14](=[O:17])[CH2:15][CH3:16])=[CH:4][CH:3]=1.